Binary Classification. Given a drug SMILES string, predict its activity (active/inactive) in a high-throughput screening assay against a specified biological target. From a dataset of In vitro SARS-CoV-2 activity screen of 1,480 approved drugs from Prestwick library. (1) The compound is O=C(O)c1cc(N=Nc2ccc(S(=O)(=O)Nc3ccccn3)cc2)ccc1O. The result is 0 (inactive). (2) The drug is O=C1NCCN1c1ncc([N+](=O)[O-])s1. The result is 0 (inactive). (3) The molecule is CCOC(=O)CC(=O)N1CCSC1COc1ccccc1OC. The result is 0 (inactive). (4) The drug is CC(=O)[C@H]1CC[C@H]2[C@@H]3C[C@H](C)C4=CC(=O)CC[C@]4(C)[C@H]3[C@@H](O)C[C@]12C. The result is 0 (inactive). (5) The drug is CC(C)(C)NCC(O)CSc1nc(-c2ccc(C(N)=O)s2)cs1.Cl. The result is 0 (inactive). (6) The molecule is O=C1Cc2cc(CCN3CCN(c4nsc5ccccc45)CC3)c(Cl)cc2N1. The result is 0 (inactive). (7) The molecule is CC(C(=O)O)c1ccc(N2CC=CC2)c(Cl)c1. The result is 0 (inactive). (8) The drug is COc1cc(C)c(/C=C/C(C)=C/C=C/C(C)=C/C(=O)O)c(C)c1C. The result is 0 (inactive). (9) The compound is CC(N=C(NC#N)Nc1ccncc1)C(C)(C)C.O. The result is 0 (inactive).